Task: Predict the product of the given reaction.. Dataset: Forward reaction prediction with 1.9M reactions from USPTO patents (1976-2016) (1) Given the reactants [CH:1]([O:4][C:5]1[CH:14]=[C:13]2[C:8]([C:9]([OH:19])=[C:10]([C:16]([OH:18])=O)[N:11]=[C:12]2[Cl:15])=[CH:7][CH:6]=1)([CH3:3])[CH3:2].Cl.C[O:22][C:23](=[O:27])[C@@H:24]([CH3:26])[NH2:25], predict the reaction product. The product is: [CH:1]([O:4][C:5]1[CH:14]=[C:13]2[C:8]([C:9]([OH:19])=[C:10]([C:16]([NH:25][C@H:24]([CH3:26])[C:23]([OH:27])=[O:22])=[O:18])[N:11]=[C:12]2[Cl:15])=[CH:7][CH:6]=1)([CH3:2])[CH3:3]. (2) Given the reactants [F:1][C:2]1[CH:7]=[C:6](B2OC(C)(C)C(C)(C)O2)[CH:5]=[CH:4][C:3]=1[C:17]1[N:18]=[CH:19][C:20]([NH2:23])=[N:21][CH:22]=1.Br[C:25]1[CH:30]=[CH:29][CH:28]=[CH:27][C:26]=1[S:31]([N:34]1[CH2:39][CH2:38][CH2:37][CH:36]([CH2:40][OH:41])[CH2:35]1)(=[O:33])=[O:32], predict the reaction product. The product is: [NH2:23][C:20]1[N:21]=[CH:22][C:17]([C:3]2[CH:4]=[CH:5][C:6]([C:25]3[CH:30]=[CH:29][CH:28]=[CH:27][C:26]=3[S:31]([N:34]3[CH2:39][CH2:38][CH2:37][CH:36]([CH2:40][OH:41])[CH2:35]3)(=[O:32])=[O:33])=[CH:7][C:2]=2[F:1])=[N:18][CH:19]=1. (3) Given the reactants [C:1]1([C:7]2[N:8]([C:21]3[CH:26]=[CH:25][CH:24]=[CH:23][CH:22]=3)[C:9]3[C:14]([N:15]=2)=[C:13]([NH:16][CH2:17][CH2:18][CH2:19][OH:20])[N:12]=[CH:11][N:10]=3)[CH:6]=[CH:5][CH:4]=[CH:3][CH:2]=1.CC(OI1(OC(C)=O)(OC(C)=O)OC(=O)C2C=CC=CC1=2)=O, predict the reaction product. The product is: [C:1]1([C:7]2[N:8]([C:21]3[CH:22]=[CH:23][CH:24]=[CH:25][CH:26]=3)[C:9]3[C:14]([N:15]=2)=[C:13]([NH:16][CH2:17][CH2:18][CH:19]=[O:20])[N:12]=[CH:11][N:10]=3)[CH:2]=[CH:3][CH:4]=[CH:5][CH:6]=1. (4) The product is: [F:29][C:30]1[CH:31]=[CH:32][C:33]([CH2:36][C:37]2[N:38]=[C:26]([CH:11]3[CH2:12][CH:13]([C:15]4[CH:16]=[CH:17][C:18]([O:21][C:22]([F:24])([F:23])[F:25])=[CH:19][CH:20]=4)[CH2:14][N:9]([C:7]([N:1]4[CH2:6][CH2:5][O:4][CH2:3][CH2:2]4)=[O:8])[CH2:10]3)[O:27][N:39]=2)=[CH:34][CH:35]=1. Given the reactants [N:1]1([C:7]([N:9]2[CH2:14][CH:13]([C:15]3[CH:20]=[CH:19][C:18]([O:21][C:22]([F:25])([F:24])[F:23])=[CH:17][CH:16]=3)[CH2:12][CH:11]([C:26](O)=[O:27])[CH2:10]2)=[O:8])[CH2:6][CH2:5][O:4][CH2:3][CH2:2]1.[F:29][C:30]1[CH:35]=[CH:34][C:33]([CH2:36][C:37](=[N:39]O)[NH2:38])=[CH:32][CH:31]=1, predict the reaction product. (5) The product is: [CH3:3]/[C:4](=[CH:8]\[C:9]1[CH:14]=[CH:13][CH:12]=[CH:11][CH:10]=1)/[C:5]([NH2:17])=[O:6]. Given the reactants N#N.[CH3:3]/[C:4](=[CH:8]\[C:9]1[CH:14]=[CH:13][CH:12]=[CH:11][CH:10]=1)/[C:5](O)=[O:6].CC[N:17](CC)CC.ClC(OCC)=O.[NH4+].[OH-], predict the reaction product. (6) Given the reactants Br[C:2]1[CH:3]=[C:4]([C:8]([NH2:10])=[O:9])[N:5]([CH3:7])[CH:6]=1.[C:11]([C:15]1[CH:16]=[C:17]2[C:22](=[CH:23][CH:24]=1)[C:21](=[O:25])[N:20]([C:26]1[CH:36]=[CH:35][CH:34]=[C:33](B3OC(C)(C)C(C)(C)O3)[C:27]=1[CH2:28][O:29]C(=O)C)[N:19]=[CH:18]2)([CH3:14])([CH3:13])[CH3:12], predict the reaction product. The product is: [C:11]([C:15]1[CH:16]=[C:17]2[C:22](=[CH:23][CH:24]=1)[C:21](=[O:25])[N:20]([C:26]1[C:27]([CH2:28][OH:29])=[C:33]([C:2]3[CH:3]=[C:4]([C:8]([NH2:10])=[O:9])[N:5]([CH3:7])[CH:6]=3)[CH:34]=[CH:35][CH:36]=1)[N:19]=[CH:18]2)([CH3:14])([CH3:12])[CH3:13]. (7) Given the reactants [C:1](N1C=CC=CC1=O)(N1C=CC=CC1=O)=[S:2].[CH3:17][O:18][C:19]1[CH:20]=[C:21]([C:25]2[N:30]=[CH:29][N:28]=[C:27]([NH2:31])[CH:26]=2)[CH:22]=[CH:23][CH:24]=1, predict the reaction product. The product is: [N:31]([C:27]1[CH:26]=[C:25]([C:21]2[CH:22]=[CH:23][CH:24]=[C:19]([O:18][CH3:17])[CH:20]=2)[N:30]=[CH:29][N:28]=1)=[C:1]=[S:2].